From a dataset of NCI-60 drug combinations with 297,098 pairs across 59 cell lines. Regression. Given two drug SMILES strings and cell line genomic features, predict the synergy score measuring deviation from expected non-interaction effect. (1) Drug 1: C1=CC(=CC=C1CC(C(=O)O)N)N(CCCl)CCCl.Cl. Drug 2: C1=CN(C(=O)N=C1N)C2C(C(C(O2)CO)O)O.Cl. Cell line: NCI-H522. Synergy scores: CSS=35.7, Synergy_ZIP=-7.29, Synergy_Bliss=-3.54, Synergy_Loewe=-23.5, Synergy_HSA=1.32. (2) Drug 1: C1=CC(=CC=C1CCC2=CNC3=C2C(=O)NC(=N3)N)C(=O)NC(CCC(=O)O)C(=O)O. Drug 2: C1=NC2=C(N1)C(=S)N=C(N2)N. Cell line: LOX IMVI. Synergy scores: CSS=54.8, Synergy_ZIP=-6.23, Synergy_Bliss=-10.1, Synergy_Loewe=-5.83, Synergy_HSA=-3.48.